Dataset: Forward reaction prediction with 1.9M reactions from USPTO patents (1976-2016). Task: Predict the product of the given reaction. (1) The product is: [F:22][C:23]([F:30])([F:29])[S:24]([O-:27])(=[O:26])=[O:25].[C:1]([C:5]1[N:6]([CH3:23])[N:7]=[N+:8]([CH2:10][O:11][C:12]2[CH:21]=[CH:20][C:19]3[C:14](=[CH:15][CH:16]=[CH:17][CH:18]=3)[CH:13]=2)[CH:9]=1)([CH3:4])([CH3:2])[CH3:3]. Given the reactants [C:1]([C:5]1[N:6]=[N:7][N:8]([CH2:10][O:11][C:12]2[CH:21]=[CH:20][C:19]3[C:14](=[CH:15][CH:16]=[CH:17][CH:18]=3)[CH:13]=2)[CH:9]=1)([CH3:4])([CH3:3])[CH3:2].[F:22][C:23]([F:30])([F:29])[S:24]([O:27]C)(=[O:26])=[O:25], predict the reaction product. (2) Given the reactants ClCCCl.C[Si](Cl)(C)C.I[CH:11]1[CH2:14][N:13]([C:15]([O:17][C:18]([CH3:21])([CH3:20])[CH3:19])=[O:16])[CH2:12]1.O1C=CC=C1P(C1OC=CC=1)C1OC=CC=1.I[C:39]1[CH:44]=[CH:43][C:42]([N+:45]([O-:47])=[O:46])=[CH:41][CH:40]=1, predict the reaction product. The product is: [N+:45]([C:42]1[CH:43]=[CH:44][C:39]([CH:11]2[CH2:14][N:13]([C:15]([O:17][C:18]([CH3:21])([CH3:20])[CH3:19])=[O:16])[CH2:12]2)=[CH:40][CH:41]=1)([O-:47])=[O:46]. (3) Given the reactants [C:1]([O-:4])(=[O:3])[CH3:2].[Pb+4].[C:1]([O-:4])(=[O:3])[CH3:2].[C:1]([O-:4])(=[O:3])[CH3:2].[C:1]([O-:4])(=[O:3])[CH3:2].[CH2:18]([O:21][C:22]1[C:23]([CH2:32][O:33][C:34]([NH:36][C@H:37](C(O)=O)[CH2:38][O:39][CH2:40][C:41]2[CH:46]=[CH:45][CH:44]=[CH:43][CH:42]=2)=[O:35])=[CH:24][C:25]2[C:30]([CH:31]=1)=[CH:29][CH:28]=[CH:27][CH:26]=2)[CH:19]=[CH2:20].C(OCC)(=O)C, predict the reaction product. The product is: [C:1]([O:4][CH:37]([NH:36][C:34]([O:33][CH2:32][C:23]1[C:22]([O:21][CH2:18][CH:19]=[CH2:20])=[CH:31][C:30]2[C:25](=[CH:26][CH:27]=[CH:28][CH:29]=2)[CH:24]=1)=[O:35])[CH2:38][O:39][CH2:40][C:41]1[CH:46]=[CH:45][CH:44]=[CH:43][CH:42]=1)(=[O:3])[CH3:2]. (4) Given the reactants CC1(C)[O:6][C:5](=[CH:7][C:8](=[O:13])[C:9]([F:12])([F:11])[F:10])[CH2:4][O:3]1, predict the reaction product. The product is: [OH:13][C:8]1([C:9]([F:10])([F:11])[F:12])[O:3][CH2:4][C:5](=[O:6])[CH2:7]1. (5) Given the reactants Br[C:2]1[C:6]2[N:7]=[C:8]([N:15]3[CH2:20][CH2:19][N:18]([C:21]4[CH:26]=[CH:25][C:24]([Cl:27])=[CH:23][CH:22]=4)[CH2:17][CH2:16]3)[N:9]=[C:10]([CH2:11][CH2:12][CH2:13][NH2:14])[C:5]=2[S:4][CH:3]=1.[CH3:28][O-:29].[Na+].[I-].[Na+], predict the reaction product. The product is: [Cl:27][C:24]1[CH:25]=[CH:26][C:21]([N:18]2[CH2:19][CH2:20][N:15]([C:8]3[N:9]=[C:10]([CH2:11][CH2:12][CH2:13][NH2:14])[C:5]4[S:4][CH:3]=[C:2]([O:29][CH3:28])[C:6]=4[N:7]=3)[CH2:16][CH2:17]2)=[CH:22][CH:23]=1.